From a dataset of NCI-60 drug combinations with 297,098 pairs across 59 cell lines. Regression. Given two drug SMILES strings and cell line genomic features, predict the synergy score measuring deviation from expected non-interaction effect. (1) Drug 1: C1CN1P(=S)(N2CC2)N3CC3. Drug 2: CCN(CC)CCCC(C)NC1=C2C=C(C=CC2=NC3=C1C=CC(=C3)Cl)OC. Cell line: BT-549. Synergy scores: CSS=9.29, Synergy_ZIP=-5.08, Synergy_Bliss=2.40, Synergy_Loewe=1.61, Synergy_HSA=3.62. (2) Drug 1: CC12CCC(CC1=CCC3C2CCC4(C3CC=C4C5=CN=CC=C5)C)O. Drug 2: C1C(C(OC1N2C=C(C(=O)NC2=O)F)CO)O. Cell line: TK-10. Synergy scores: CSS=57.3, Synergy_ZIP=7.87, Synergy_Bliss=7.21, Synergy_Loewe=-29.8, Synergy_HSA=7.56. (3) Drug 1: CC1C(C(=O)NC(C(=O)N2CCCC2C(=O)N(CC(=O)N(C(C(=O)O1)C(C)C)C)C)C(C)C)NC(=O)C3=C4C(=C(C=C3)C)OC5=C(C(=O)C(=C(C5=N4)C(=O)NC6C(OC(=O)C(N(C(=O)CN(C(=O)C7CCCN7C(=O)C(NC6=O)C(C)C)C)C)C(C)C)C)N)C. Drug 2: C1=NC2=C(N=C(N=C2N1C3C(C(C(O3)CO)O)O)F)N. Cell line: EKVX. Synergy scores: CSS=6.70, Synergy_ZIP=1.47, Synergy_Bliss=-4.62, Synergy_Loewe=5.39, Synergy_HSA=0.0942. (4) Drug 1: CC1=CC=C(C=C1)C2=CC(=NN2C3=CC=C(C=C3)S(=O)(=O)N)C(F)(F)F. Drug 2: CC1CCC2CC(C(=CC=CC=CC(CC(C(=O)C(C(C(=CC(C(=O)CC(OC(=O)C3CCCCN3C(=O)C(=O)C1(O2)O)C(C)CC4CCC(C(C4)OC)OCCO)C)C)O)OC)C)C)C)OC. Cell line: HT29. Synergy scores: CSS=-0.0645, Synergy_ZIP=2.09, Synergy_Bliss=3.20, Synergy_Loewe=-1.35, Synergy_HSA=-0.897.